This data is from Forward reaction prediction with 1.9M reactions from USPTO patents (1976-2016). The task is: Predict the product of the given reaction. (1) Given the reactants [CH3:1][C:2]1[N:3]=[CH:4][S:5][CH:6]=1.[Cl:7][CH2:8][C:9]([OH:11])=[O:10].C(O)C, predict the reaction product. The product is: [Cl-:7].[C:9]([CH2:8][N+:3]1[C:2]([CH3:1])=[CH:6][S:5][CH:4]=1)([OH:11])=[O:10]. (2) Given the reactants [CH3:1][C@@H:2]([C:5]([N:7]1[C@H:11]([C:12]([OH:14])=[O:13])[CH2:10][CH2:9][CH2:8]1)=[O:6])[CH2:3][SH:4].S([O-])(OCC=C)(=[O:17])=S.Cl, predict the reaction product. The product is: [CH3:1][C@@H:2]([C:5]([N:7]1[C@H:11]([C:12]([OH:14])=[O:13])[CH2:10][CH2:9][CH2:8]1)=[O:6])[CH2:3][SH:4].[CH2:10]1[CH:11]([C:12]([OH:14])=[O:13])[CH:9]1[CH:8]=[O:17]. (3) Given the reactants Br[C:2]1[C:7]2[O:8][C:9]3[C:14]([Br:15])=[CH:13][CH:12]=[CH:11][C:10]=3[C:6]=2[CH:5]=[CH:4][CH:3]=1.C(OCCCC)CCC.Cl[C:26]1[N:31]=[C:30]([C:32]2[CH:37]=[CH:36][CH:35]=[CH:34][CH:33]=2)[N:29]=[C:28]([C:38]2[CH:43]=[CH:42][CH:41]=[CH:40][CH:39]=2)[N:27]=1, predict the reaction product. The product is: [Br:15][C:14]1[C:9]2[O:8][C:7]3[C:2]([C:26]4[N:31]=[C:30]([C:32]5[CH:37]=[CH:36][CH:35]=[CH:34][CH:33]=5)[N:29]=[C:28]([C:38]5[CH:39]=[CH:40][CH:41]=[CH:42][CH:43]=5)[N:27]=4)=[CH:3][CH:4]=[CH:5][C:6]=3[C:10]=2[CH:11]=[CH:12][CH:13]=1. (4) The product is: [CH2:13]([C:15]1[S:48][C:18]2[N:19]([CH2:33][C:34]3[CH:39]=[CH:38][C:37]([C:40]4[CH:45]=[CH:44][CH:43]=[CH:42][C:41]=4[C:46]4[NH:3][C:4](=[O:7])[O:5][N:47]=4)=[CH:36][CH:35]=3)[C:20](=[O:32])[N:21]([CH2:24][C:25]3([OH:31])[CH2:26][CH2:27][O:28][CH2:29][CH2:30]3)[C:22](=[O:23])[C:17]=2[CH:16]=1)[CH3:14]. Given the reactants [Cl-].O[NH3+:3].[C:4](=[O:7])([O-])[OH:5].[Na+].CS(C)=O.[CH2:13]([C:15]1[S:48][C:18]2[N:19]([CH2:33][C:34]3[CH:39]=[CH:38][C:37]([C:40]4[C:41]([C:46]#[N:47])=[CH:42][CH:43]=[CH:44][CH:45]=4)=[CH:36][CH:35]=3)[C:20](=[O:32])[N:21]([CH2:24][C:25]3([OH:31])[CH2:30][CH2:29][O:28][CH2:27][CH2:26]3)[C:22](=[O:23])[C:17]=2[CH:16]=1)[CH3:14], predict the reaction product.